Dataset: Full USPTO retrosynthesis dataset with 1.9M reactions from patents (1976-2016). Task: Predict the reactants needed to synthesize the given product. (1) Given the product [OH:1][C@@H:2]1[CH2:7][CH2:6][CH2:5][N:4]([C:14]([O:16][C:17]([CH3:20])([CH3:19])[CH3:18])=[O:15])[CH2:3]1, predict the reactants needed to synthesize it. The reactants are: [OH:1][C@@H:2]1[CH2:7][CH2:6][CH2:5][NH:4][CH2:3]1.C(=O)([O-])[O-].[Na+].[Na+].[C:14](O[C:14]([O:16][C:17]([CH3:20])([CH3:19])[CH3:18])=[O:15])([O:16][C:17]([CH3:20])([CH3:19])[CH3:18])=[O:15]. (2) Given the product [NH2:32][C:30]1[CH:29]=[CH:28][C:27]([N:35]2[CH:39]=[N:38][C:37]([CH3:40])=[N:36]2)=[C:26]([CH:31]=1)[O:25][CH2:24][CH2:23][CH2:22][CH:20]([NH:19][C:4]1[C:5]2[CH2:10][CH2:9][CH:8]([C:11]3[CH:16]=[CH:15][C:14]([F:17])=[CH:13][C:12]=3[F:18])[C:6]=2[N:7]=[C:2]([Cl:1])[N:3]=1)[CH3:21], predict the reactants needed to synthesize it. The reactants are: [Cl:1][C:2]1[N:3]=[C:4]([NH:19][CH:20]([CH2:22][CH2:23][CH2:24][O:25][C:26]2[CH:31]=[C:30]([N+:32]([O-])=O)[CH:29]=[CH:28][C:27]=2[N:35]2[CH:39]=[N:38][C:37]([CH3:40])=[N:36]2)[CH3:21])[C:5]2[CH2:10][CH2:9][CH:8]([C:11]3[CH:16]=[CH:15][C:14]([F:17])=[CH:13][C:12]=3[F:18])[C:6]=2[N:7]=1.CO.C1COCC1.[Cl-].[NH4+]. (3) Given the product [CH3:8][C:9]1([CH3:16])[CH2:13][N:12]2[S:17](=[O:19])(=[O:18])[O:15][CH2:14][C@H:11]2[CH2:10]1, predict the reactants needed to synthesize it. The reactants are: C(N(CC)CC)C.[CH3:8][C:9]1([CH3:16])[CH2:13][NH:12][C@@H:11]([CH2:14][OH:15])[CH2:10]1.[S:17](Cl)(Cl)(=[O:19])=[O:18]. (4) Given the product [CH:31]1([NH:35][C:2]2[N:11]=[C:10]([NH:12][CH2:13][C:14]3[CH:15]=[CH:16][C:17]([NH:20][C:21](=[O:29])[C:22]4[CH:27]=[CH:26][C:25]([F:28])=[CH:24][CH:23]=4)=[CH:18][CH:19]=3)[C:9]3[C:4](=[CH:5][CH:6]=[CH:7][CH:8]=3)[N:3]=2)[CH2:34][CH2:33][CH2:32]1, predict the reactants needed to synthesize it. The reactants are: Cl[C:2]1[N:11]=[C:10]([NH:12][CH2:13][C:14]2[CH:19]=[CH:18][C:17]([NH:20][C:21](=[O:29])[C:22]3[CH:27]=[CH:26][C:25]([F:28])=[CH:24][CH:23]=3)=[CH:16][CH:15]=2)[C:9]2[C:4](=[CH:5][CH:6]=[CH:7][CH:8]=2)[N:3]=1.Cl.[CH:31]1([NH2:35])[CH2:34][CH2:33][CH2:32]1. (5) The reactants are: [Cl:1][C:2]1[N:7]([CH3:8])[C:6](=[O:9])[CH:5]=[C:4]([C:10]2[CH:15]=[CH:14][N:13]=[CH:12][CH:11]=2)[N:3]=1.[N:16]1([CH2:22][C:23]2[CH:28]=[CH:27][C:26]([CH2:29][CH2:30][OH:31])=[CH:25][CH:24]=2)[CH2:21][CH2:20][CH2:19][CH2:18][CH2:17]1.N12CCCN=C1CCCCC2.[ClH:43]. Given the product [ClH:1].[ClH:43].[CH3:8][N:7]1[C:6](=[O:9])[CH:5]=[C:4]([C:10]2[CH:15]=[CH:14][N:13]=[CH:12][CH:11]=2)[N:3]=[C:2]1[O:31][CH2:30][CH2:29][C:26]1[CH:27]=[CH:28][C:23]([CH2:22][N:16]2[CH2:21][CH2:20][CH2:19][CH2:18][CH2:17]2)=[CH:24][CH:25]=1, predict the reactants needed to synthesize it.